From a dataset of Full USPTO retrosynthesis dataset with 1.9M reactions from patents (1976-2016). Predict the reactants needed to synthesize the given product. (1) The reactants are: [NH:1]1[C:5]2=[N:6][CH:7]=[CH:8][C:9](N)=[C:4]2[CH:3]=[CH:2]1.N([O-])=O.[Na+].C(OCC)(=O)C.C(=O)([O-])O.[Na+].[F:26][B-](F)(F)F.[H+]. Given the product [F:26][C:9]1[CH:8]=[CH:7][N:6]=[C:5]2[NH:1][CH:2]=[CH:3][C:4]=12, predict the reactants needed to synthesize it. (2) The reactants are: [NH2:1][C:2]1[CH:10]=[CH:9][CH:8]=[C:7]2[C:3]=1[C:4](=[O:20])[N:5]([CH:12]1[CH2:17][CH2:16][C:15](=[O:18])[NH:14][C:13]1=[O:19])[C:6]2=[O:11].[Cl:21][C:22]1[CH:23]=[C:24]([CH:28]=[CH:29][CH:30]=1)[C:25](Cl)=[O:26].CO. Given the product [Cl:21][C:22]1[CH:23]=[C:24]([CH:28]=[CH:29][CH:30]=1)[C:25]([NH:1][C:2]1[CH:10]=[CH:9][CH:8]=[C:7]2[C:3]=1[C:4](=[O:20])[N:5]([CH:12]1[CH2:17][CH2:16][C:15](=[O:18])[NH:14][C:13]1=[O:19])[C:6]2=[O:11])=[O:26], predict the reactants needed to synthesize it. (3) Given the product [CH3:32][C:16]1[S:17][C:18]([CH3:31])=[C:19]([CH2:20][C:21]2[CH:22]=[CH:23][C:24]([C:27]([F:30])([F:29])[F:28])=[CH:25][CH:26]=2)[C:15]=1[C:13]([NH:12][C:9]1([C:6]2[CH:5]=[CH:4][C:3]([C:1]3[N:33]=[N:34][NH:35][N:2]=3)=[CH:8][CH:7]=2)[CH2:11][CH2:10]1)=[O:14], predict the reactants needed to synthesize it. The reactants are: [C:1]([C:3]1[CH:8]=[CH:7][C:6]([C:9]2([NH:12][C:13]([C:15]3[C:19]([CH2:20][C:21]4[CH:26]=[CH:25][C:24]([C:27]([F:30])([F:29])[F:28])=[CH:23][CH:22]=4)=[C:18]([CH3:31])[S:17][C:16]=3[CH3:32])=[O:14])[CH2:11][CH2:10]2)=[CH:5][CH:4]=1)#[N:2].[N:33]([Sn](CCCC)(CCCC)CCCC)=[N+:34]=[N-:35].CC(O)=O. (4) Given the product [Cl:21][C:7]1[C:8]([F:10])=[CH:9][C:2]([F:1])=[C:3]([N+:11]([O-:13])=[O:12])[C:4]=1[NH:5][CH3:6], predict the reactants needed to synthesize it. The reactants are: [F:1][C:2]1[C:3]([N+:11]([O-:13])=[O:12])=[C:4]([CH:7]=[C:8]([F:10])[CH:9]=1)[NH:5][CH3:6].C1C(=O)N([Cl:21])C(=O)C1. (5) The reactants are: [NH:1]1[CH:5]=[C:4]([C:6]2[C:7]3[CH:14]=[CH:13][N:12]([CH2:15][O:16][CH2:17][CH2:18][Si:19]([CH3:22])([CH3:21])[CH3:20])[C:8]=3[N:9]=[CH:10][N:11]=2)[CH:3]=[N:2]1.[C:23]([CH:25]=[C:26]1[CH2:29][CH:28]([C:30]([O:32][CH2:33][CH3:34])=[O:31])[CH2:27]1)#[N:24].N12CCCN=C1CCCCC2. Given the product [C:23]([CH2:25][C:26]1([N:1]2[CH:5]=[C:4]([C:6]3[C:7]4[CH:14]=[CH:13][N:12]([CH2:15][O:16][CH2:17][CH2:18][Si:19]([CH3:22])([CH3:21])[CH3:20])[C:8]=4[N:9]=[CH:10][N:11]=3)[CH:3]=[N:2]2)[CH2:29][CH:28]([C:30]([O:32][CH2:33][CH3:34])=[O:31])[CH2:27]1)#[N:24], predict the reactants needed to synthesize it. (6) Given the product [OH:8][N:9]1[CH:10]=[C:11]([C:20]2[CH:25]=[CH:24][CH:23]=[C:22]([NH:26][C:28]([NH:27][CH:30]([C:32]3[C:41]4[C:36](=[CH:37][CH:38]=[CH:39][CH:40]=4)[CH:35]=[CH:34][CH:33]=3)[CH3:31])=[O:29])[CH:21]=2)[CH:12]=[C:13]([C:16]([OH:18])=[O:17])[C:14]1=[O:15], predict the reactants needed to synthesize it. The reactants are: FC(F)(F)C([O-])=O.[OH:8][N:9]1[C:14](=[O:15])[C:13]([C:16]([O:18]C)=[O:17])=[CH:12][C:11]([C:20]2[CH:21]=[C:22]([NH3+:26])[CH:23]=[CH:24][CH:25]=2)=[CH:10]1.[N:27]([CH:30]([C:32]1[C:41]2[C:36](=[CH:37][CH:38]=[CH:39][CH:40]=2)[CH:35]=[CH:34][CH:33]=1)[CH3:31])=[C:28]=[O:29].[OH-].[K+].Cl. (7) The reactants are: [F:1][C:2]([F:22])([F:21])[C:3]1[CH:20]=[CH:19][C:6]([O:7][C:8]2[C:17]3[CH:16]=[CH:15][CH:14]=[C:13]([NH2:18])[C:12]=3[CH:11]=[CH:10][N:9]=2)=[CH:5][CH:4]=1.[Cl:23][C:24]1[CH:32]=[CH:31][C:30]([CH2:33][NH:34][C:35](=[O:40])[C:36]([CH3:39])([CH3:38])[CH3:37])=[CH:29][C:25]=1[C:26](O)=[O:27].C(Cl)(=O)C(Cl)=O.CCN(C(C)C)C(C)C. Given the product [Cl:23][C:24]1[CH:32]=[CH:31][C:30]([CH2:33][NH:34][C:35](=[O:40])[C:36]([CH3:38])([CH3:37])[CH3:39])=[CH:29][C:25]=1[C:26]([NH:18][C:13]1[CH:14]=[CH:15][CH:16]=[C:17]2[C:12]=1[CH:11]=[CH:10][N:9]=[C:8]2[O:7][C:6]1[CH:19]=[CH:20][C:3]([C:2]([F:1])([F:21])[F:22])=[CH:4][CH:5]=1)=[O:27], predict the reactants needed to synthesize it. (8) The reactants are: C(N(CC)C(C)C)(C)C.[CH:10]1[CH:11]=[CH:12][C:13]2N(O)N=N[C:14]=2[CH:15]=1.C(Cl)CCl.[C:24]([O:28][C:29]([N:31]([CH3:71])[C@H:32]([C:36]([NH:38][C@H:39]([C:43]([N:45]([C@@H:47]([C@@H:67]([CH3:70])[CH2:68][CH3:69])[C@H:48]([O:65][CH3:66])[CH2:49][C:50]([N:52]1[CH2:56][CH2:55][CH2:54][C@H:53]1[C@H:57]([O:63][CH3:64])[C@H:58]([C:60](O)=[O:61])[CH3:59])=[O:51])[CH3:46])=[O:44])[CH:40]([CH3:42])[CH3:41])=[O:37])[CH:33]([CH3:35])[CH3:34])=[O:30])([CH3:27])([CH3:26])[CH3:25].Cl.[CH2:73]([O:80][CH2:81][C@@H:82]([NH2:90])[CH2:83][C:84]1[CH:89]=[CH:88][CH:87]=[CH:86][CH:85]=1)C1C=CC=CC=1. Given the product [C:24]([O:28][C:29]([N:31]([CH3:71])[C@H:32]([C:36]([NH:38][C@H:39]([C:43]([N:45]([C@@H:47]([C@@H:67]([CH3:70])[CH2:68][CH3:69])[C@H:48]([O:65][CH3:66])[CH2:49][C:50]([N:52]1[CH2:56][CH2:55][CH2:54][C@H:53]1[C@H:57]([O:63][CH3:64])[C@@H:58]([CH3:59])[C:60]([NH:90][C@@H:82]([CH2:83][C:84]1[CH:85]=[CH:86][CH:87]=[CH:88][CH:89]=1)[CH2:81][O:80][CH2:73][C:14]1[CH:13]=[CH:12][CH:11]=[CH:10][CH:15]=1)=[O:61])=[O:51])[CH3:46])=[O:44])[CH:40]([CH3:42])[CH3:41])=[O:37])[CH:33]([CH3:34])[CH3:35])=[O:30])([CH3:25])([CH3:27])[CH3:26], predict the reactants needed to synthesize it. (9) Given the product [OH:8][C@@H:9]1[C@@:42]2([CH3:43])[C:13](=[CH:14][CH:15]=[C:16]3[C@@H:41]2[CH2:40][CH2:39][C@@:38]2([CH3:44])[C@H:17]3[CH2:18][CH:19]=[C:20]2[C@H:21]([O:23][CH2:24]/[CH:25]=[CH:26]\[C:27]([OH:29])([CH3:28])[CH3:37])[CH3:22])[CH2:12][C@@H:11]([OH:45])[CH2:10]1, predict the reactants needed to synthesize it. The reactants are: [Si]([O:8][C@@H:9]1[C@@:42]2([CH3:43])[C:13](=[CH:14][CH:15]=[C:16]3[C@@H:41]2[CH2:40][CH2:39][C@@:38]2([CH3:44])[C@H:17]3[CH2:18][CH:19]=[C:20]2[C@H:21]([O:23][CH2:24]/[CH:25]=[CH:26]\[C:27]([CH3:37])([O:29][Si](CC)(CC)CC)[CH3:28])[CH3:22])[CH2:12][C@@H:11]([O:45][Si](C(C)(C)C)(C)C)[CH2:10]1)(C(C)(C)C)(C)C.[F-].C([N+](CCCC)(CCCC)CCCC)CCC. (10) Given the product [F:28][C:9]([F:8])([F:27])[C:10]([NH:12][C:13]([C@@H:15]1[CH2:19][CH2:18][CH2:17][NH:16]1)=[O:14])=[O:11], predict the reactants needed to synthesize it. The reactants are: FC(F)(F)C(O)=O.[F:8][C:9]([F:28])([F:27])[C:10]([NH:12][C:13]([C@@H:15]1[CH2:19][CH2:18][CH2:17][N:16]1C(OC(C)(C)C)=O)=[O:14])=[O:11].